This data is from Reaction yield outcomes from USPTO patents with 853,638 reactions. The task is: Predict the reaction yield, written as a fraction of the theoretical maximum amount of product (1.0 means a 100% yield; for example, 0.34 means a 34% yield). (1) The reactants are [NH2:1][C:2]1[CH:7]=[C:6]([CH3:8])[CH:5]=[CH:4][C:3]=1[OH:9].C(N(CC)CC)C.Cl[C:18](OCC)=[O:19].C(=O)([O-])[O-].[K+].[K+].Cl. The catalyst is C(Cl)(Cl)Cl.CN(C)C=O.O. The product is [CH3:8][C:6]1[CH:5]=[CH:4][C:3]2[O:9][C:18](=[O:19])[NH:1][C:2]=2[CH:7]=1. The yield is 0.820. (2) The reactants are [H-].[Na+].CN(C=O)C.[NH:8]1[C:12]2[CH:13]=[CH:14][CH:15]=[CH:16][C:11]=2[N:10]=[N:9]1.Cl[C:18]1[CH:23]=[CH:22][N:21]=[C:20]([S:24][CH3:25])[N:19]=1. The catalyst is O. The product is [CH3:25][S:24][C:20]1[N:21]=[C:22]([N:8]2[C:12]3[CH:13]=[CH:14][CH:15]=[CH:16][C:11]=3[N:10]=[N:9]2)[CH:23]=[CH:18][N:19]=1. The yield is 0.740. (3) The reactants are [CH3:1][N:2]1[CH2:6][C@@H:5]([C:7]2[CH:12]=[CH:11][CH:10]=[CH:9][C:8]=2[C:13]([F:16])([F:15])[F:14])[C@H:4]([N+:17]([O-])=O)[CH2:3]1.C(O)(=O)C. The catalyst is CO.[Zn]. The product is [CH3:1][N:2]1[CH2:6][C@@H:5]([C:7]2[CH:12]=[CH:11][CH:10]=[CH:9][C:8]=2[C:13]([F:14])([F:15])[F:16])[C@H:4]([NH2:17])[CH2:3]1. The yield is 0.870.